The task is: Predict which catalyst facilitates the given reaction.. This data is from Catalyst prediction with 721,799 reactions and 888 catalyst types from USPTO. Reactant: [I:1]I.[CH3:3][O:4][C:5]1[CH:21]=[CH:20][C:8]([CH2:9][N:10]2[C:14]3[N:15]=[CH:16][CH:17]=[C:18]([OH:19])[C:13]=3[CH:12]=[N:11]2)=[CH:7][CH:6]=1.C(=O)(O)[O-].[Na+].OS([O-])(=O)=O.[K+]. Product: [I:1][C:17]1[CH:16]=[N:15][C:14]2[N:10]([CH2:9][C:8]3[CH:7]=[CH:6][C:5]([O:4][CH3:3])=[CH:21][CH:20]=3)[N:11]=[CH:12][C:13]=2[C:18]=1[OH:19]. The catalyst class is: 8.